From a dataset of Full USPTO retrosynthesis dataset with 1.9M reactions from patents (1976-2016). Predict the reactants needed to synthesize the given product. (1) Given the product [CH2:22]([O:21][C:20]1[C:19]2[C:14](=[CH:15][CH:16]=[CH:17][CH:18]=2)[C:13]([CH2:29][O:30][CH3:31])=[N:12][C:11]=1[C:9]([OH:10])=[O:8])[C:23]1[CH:28]=[CH:27][CH:26]=[CH:25][CH:24]=1, predict the reactants needed to synthesize it. The reactants are: C([O:8][C:9]([C:11]1[N:12]=[C:13]([CH2:29][O:30][CH3:31])[C:14]2[C:19]([C:20]=1[O:21][CH2:22][C:23]1[CH:28]=[CH:27][CH:26]=[CH:25][CH:24]=1)=[CH:18][CH:17]=[CH:16][CH:15]=2)=[O:10])C1C=CC=CC=1.[OH-].[K+]. (2) Given the product [CH:13]([C:10]1[CH:9]=[CH:8][C:7]([N:6]2[C:4](=[O:5])[C:3]3[C:2](=[CH:20][CH:19]=[C:18]([S:21]([CH3:24])(=[O:23])=[O:22])[CH:17]=3)[N:1]=[C:33]2[C:32]2[CH:35]=[C:36]([CH3:37])[C:29]([O:28][CH2:27][CH2:26][OH:25])=[C:30]([CH3:38])[CH:31]=2)=[CH:12][CH:11]=1)([CH2:15][CH3:16])[CH3:14], predict the reactants needed to synthesize it. The reactants are: [NH2:1][C:2]1[CH:20]=[CH:19][C:18]([S:21]([CH3:24])(=[O:23])=[O:22])=[CH:17][C:3]=1[C:4]([NH:6][C:7]1[CH:12]=[CH:11][C:10]([CH:13]([CH2:15][CH3:16])[CH3:14])=[CH:9][CH:8]=1)=[O:5].[OH:25][CH2:26][CH2:27][O:28][C:29]1[C:36]([CH3:37])=[CH:35][C:32]([CH:33]=O)=[CH:31][C:30]=1[CH3:38]. (3) Given the product [OH:17][CH2:18][C@@H:19]1[N:20]([CH2:25][CH3:26])[CH2:21][CH2:22][N:23]([C:13]2[NH:16][C:4](=[O:5])[C:6]3[C:7]([CH:12]=2)=[CH:8][CH:9]=[CH:10][CH:11]=3)[CH2:24]1, predict the reactants needed to synthesize it. The reactants are: Cl.CO[C:4]([C:6]1[CH:11]=[CH:10][CH:9]=[CH:8][C:7]=1[CH2:12][C:13](=[NH:16])OC)=[O:5].[OH:17][CH2:18][C@H:19]1[CH2:24][NH:23][CH2:22][CH2:21][N:20]1[CH2:25][CH3:26]. (4) The reactants are: [CH2:1]([O:3][C:4]([C:6]1[C:11]2[CH2:12][C@@H:13]3[C:18]([CH3:20])([CH3:19])[C@:17]([CH3:21])([C:10]=2[CH:9]=[CH:8][CH:7]=1)[CH2:16][CH2:15][N:14]3CC1C=CC=CC=1)=[O:5])[CH3:2]. Given the product [CH2:1]([O:3][C:4]([C:6]1[C:11]2[CH2:12][C@@H:13]3[C:18]([CH3:20])([CH3:19])[C@:17]([CH3:21])([C:10]=2[CH:9]=[CH:8][CH:7]=1)[CH2:16][CH2:15][NH:14]3)=[O:5])[CH3:2], predict the reactants needed to synthesize it.